From a dataset of HIV replication inhibition screening data with 41,000+ compounds from the AIDS Antiviral Screen. Binary Classification. Given a drug SMILES string, predict its activity (active/inactive) in a high-throughput screening assay against a specified biological target. The drug is O=C(O)c1cc(O)cc(O)c1N=Nc1ccc(CCc2ccc(N=Nc3c(O)cc(O)cc3C(=O)O)cc2S(=O)(=O)O)c(S(=O)(=O)O)c1.[NaH]. The result is 1 (active).